Dataset: Peptide-MHC class I binding affinity with 185,985 pairs from IEDB/IMGT. Task: Regression. Given a peptide amino acid sequence and an MHC pseudo amino acid sequence, predict their binding affinity value. This is MHC class I binding data. The peptide sequence is YSNRNRFLY. The MHC is HLA-A23:01 with pseudo-sequence HLA-A23:01. The binding affinity (normalized) is 0.201.